From a dataset of Reaction yield outcomes from USPTO patents with 853,638 reactions. Predict the reaction yield, written as a fraction of the theoretical maximum amount of product (1.0 means a 100% yield; for example, 0.34 means a 34% yield). (1) The reactants are C(O[C:9]([N:11]([CH2:13][C:14]1[C:22]2[C:17](=[CH:18][CH:19]=[CH:20][CH:21]=2)[N:16]([CH2:23][CH3:24])[CH:15]=1)C)=O)C1C=CC=CC=1.C(OC(N(CC1C2C(=CC=CC=2)N(CC2C=CC=CC=2)C=1)C)=O)C1C=CC=CC=1. No catalyst specified. The product is [CH2:23]([N:16]1[C:17]2[C:22](=[CH:21][CH:20]=[CH:19][CH:18]=2)[C:14]([CH2:13][NH:11][CH3:9])=[CH:15]1)[CH3:24]. The yield is 0.940. (2) The reactants are [CH3:1][O:2][C:3]1[CH:20]=[CH:19][C:6]([CH2:7][N:8]2[C:16]3[C:11](=[CH:12][CH:13]=[CH:14][CH:15]=3)[C:10]([CH:17]=O)=[CH:9]2)=[CH:5][CH:4]=1.[N+:21]([CH3:24])([O-:23])=[O:22].C([O-])(=O)C.[NH4+]. No catalyst specified. The product is [CH3:1][O:2][C:3]1[CH:20]=[CH:19][C:6]([CH2:7][N:8]2[C:16]3[C:11](=[CH:12][CH:13]=[CH:14][CH:15]=3)[C:10](/[CH:17]=[CH:24]\[N+:21]([O-:23])=[O:22])=[CH:9]2)=[CH:5][CH:4]=1. The yield is 0.760. (3) The reactants are [C:1]([O:5][C:6]([NH:8][C@@H:9]([C:13]([CH3:16])([CH3:15])[CH3:14])[C:10]([OH:12])=O)=[O:7])([CH3:4])([CH3:3])[CH3:2].[OH-:17].[Na+]. The catalyst is C1COCC1.O. The product is [C:1]([O:5][C:6]([NH:8][C@@H:9]([C:13]([CH3:16])([CH3:15])[CH3:14])[C:10]([NH:8][C@@H:9]([CH3:13])[C:10]([OH:12])=[O:17])=[O:12])=[O:7])([CH3:2])([CH3:3])[CH3:4]. The yield is 0.950. (4) The reactants are [CH3:1][C:2]1[C:6]2[CH:7]=[CH:8][C:9]([OH:11])=[CH:10][C:5]=2[O:4][CH:3]=1.[Br:12][CH2:13][CH2:14][CH2:15]Br. The catalyst is [OH-].[Na+]. The product is [Br:12][CH2:13][CH2:14][CH2:15][O:11][C:9]1[CH:8]=[CH:7][C:6]2[C:2]([CH3:1])=[CH:3][O:4][C:5]=2[CH:10]=1. The yield is 0.580.